From a dataset of HIV replication inhibition screening data with 41,000+ compounds from the AIDS Antiviral Screen. Binary Classification. Given a drug SMILES string, predict its activity (active/inactive) in a high-throughput screening assay against a specified biological target. The molecule is Cc1c(C=NNC(=O)c2ccccc2O)c(=O)n(-c2ccccc2)n1C. The result is 0 (inactive).